From a dataset of Forward reaction prediction with 1.9M reactions from USPTO patents (1976-2016). Predict the product of the given reaction. (1) The product is: [C:11]([O:19][C@@H:20]1[CH2:54][N:23]2[C:24](=[O:53])[C@@H:25]([NH:45][C:46]([O:48][C:49]([CH3:51])([CH3:50])[CH3:52])=[O:47])[CH2:26][CH2:27][CH2:28][CH2:29][CH2:30][C:31](=[O:44])[CH2:32][C@@H:33]3[CH2:38][C@@:34]3([C:39]([O:41][CH2:42][CH3:43])=[O:40])[NH:35][C:36](=[O:37])[C@@H:22]2[CH2:21]1)(=[O:18])[C:12]1[CH:13]=[CH:14][CH:15]=[CH:16][CH:17]=1. Given the reactants C(Cl)(=O)C(Cl)=O.CS(C)=O.[C:11]([O:19][C@@H:20]1[CH2:54][N:23]2[C:24](=[O:53])[C@@H:25]([NH:45][C:46]([O:48][C:49]([CH3:52])([CH3:51])[CH3:50])=[O:47])[CH2:26][CH2:27][CH2:28][CH2:29][CH2:30][C@H:31]([OH:44])[CH2:32][C@@H:33]3[CH2:38][C@@:34]3([C:39]([O:41][CH2:42][CH3:43])=[O:40])[NH:35][C:36](=[O:37])[C@@H:22]2[CH2:21]1)(=[O:18])[C:12]1[CH:17]=[CH:16][CH:15]=[CH:14][CH:13]=1.C(N(CC)CC)C, predict the reaction product. (2) Given the reactants [F:1][C:2]1[C:10]2[S:9][CH:8]=[CH:7][C:6]=2[CH:5]=[CH:4][CH:3]=1.[CH3:11][O:12]C(Cl)Cl.C([O-])(O)=O.[Na+], predict the reaction product. The product is: [F:1][C:2]1[C:10]2[S:9][CH:8]=[C:7]([CH:11]=[O:12])[C:6]=2[CH:5]=[CH:4][CH:3]=1.